The task is: Predict which catalyst facilitates the given reaction.. This data is from Catalyst prediction with 721,799 reactions and 888 catalyst types from USPTO. (1) Reactant: [C:1](OC(=O)C)(=[O:3])[CH3:2].[NH2:8][C@H:9]1[CH2:14][CH2:13][CH2:12][C@H:11]([C:15]([O:17][CH3:18])=[O:16])[CH2:10]1. Product: [C:1]([NH:8][C@H:9]1[CH2:14][CH2:13][CH2:12][C@H:11]([C:15]([O:17][CH3:18])=[O:16])[CH2:10]1)(=[O:3])[CH3:2]. The catalyst class is: 17. (2) Reactant: C(OC([N:8]1[CH2:12][CH2:11][S:10][C@H:9]1[C:13]([O:15][C@H:16]([C:27]1[CH:32]=[CH:31][C:30]([O:33][CH:34]([F:36])[F:35])=[C:29]([O:37][CH2:38][CH:39]2[CH2:41][CH2:40]2)[CH:28]=1)[CH2:17][C:18]1[C:23]([Cl:24])=[CH:22][N+:21]([O-:25])=[CH:20][C:19]=1[Cl:26])=[O:14])=O)(C)(C)C.Cl.C(OCC)(=O)C. Product: [ClH:24].[Cl:26][C:19]1[CH:20]=[N+:21]([O-:25])[CH:22]=[C:23]([Cl:24])[C:18]=1[CH2:17][C@@H:16]([C:27]1[CH:32]=[CH:31][C:30]([O:33][CH:34]([F:36])[F:35])=[C:29]([O:37][CH2:38][CH:39]2[CH2:41][CH2:40]2)[CH:28]=1)[O:15][C:13]([C@H:9]1[NH:8][CH2:12][CH2:11][S:10]1)=[O:14]. The catalyst class is: 13. (3) Reactant: [H-].[Na+].[CH3:3][O:4][C:5]1[C:10]([O:11][CH3:12])=[CH:9][CH:8]=[CH:7][C:6]=1[CH2:13][CH2:14][CH2:15][OH:16].[CH2:17](Br)[C:18]1[CH:23]=[CH:22][CH:21]=[CH:20][CH:19]=1. The catalyst class is: 1. Product: [CH2:17]([O:16][CH2:15][CH2:14][CH2:13][C:6]1[CH:7]=[CH:8][CH:9]=[C:10]([O:11][CH3:12])[C:5]=1[O:4][CH3:3])[C:18]1[CH:23]=[CH:22][CH:21]=[CH:20][CH:19]=1. (4) Reactant: C([CH:3]([C:7]1([CH3:18])[C:15]2[C:10](=[CH:11][CH:12]=[CH:13][C:14]=2[NH2:16])[NH:9][C:8]1=[O:17])[C:4]([O-])=[O:5])C. Product: [NH4+:9].[OH-:5].[CH3:18][C:7]12[C:8](=[O:17])[NH:9][C:10]3[C:15]1=[C:14]([CH:13]=[CH:12][CH:11]=3)[NH:16][C:4](=[O:5])[CH2:3]2. The catalyst class is: 52. (5) Reactant: Br[C:2]1[CH:7]=[CH:6][C:5]([C:8]2[CH2:12][C:11]([C:17]3[CH:22]=[C:21]([Cl:23])[CH:20]=[C:19]([Cl:24])[CH:18]=3)([C:13]([F:16])([F:15])[F:14])[O:10][N:9]=2)=[CH:4][CH:3]=1.C([Li])CCC.[CH3:30][S:31](=[O:35])(SC)=[O:32].[OH-].[Na+].ClC1C=C(C=CC=1)C(OO)=O.S(=O)(O)[O-].[Na+].C(=O)([O-])[O-].[K+].[K+]. Product: [Cl:24][C:19]1[CH:18]=[C:17]([C:11]2([C:13]([F:16])([F:15])[F:14])[O:10][N:9]=[C:8]([C:5]3[CH:6]=[CH:7][C:2]([S:31]([CH3:30])(=[O:35])=[O:32])=[CH:3][CH:4]=3)[CH2:12]2)[CH:22]=[C:21]([Cl:23])[CH:20]=1. The catalyst class is: 7.